Dataset: Merck oncology drug combination screen with 23,052 pairs across 39 cell lines. Task: Regression. Given two drug SMILES strings and cell line genomic features, predict the synergy score measuring deviation from expected non-interaction effect. Drug 1: CCC1=CC2CN(C1)Cc1c([nH]c3ccccc13)C(C(=O)OC)(c1cc3c(cc1OC)N(C)C1C(O)(C(=O)OC)C(OC(C)=O)C4(CC)C=CCN5CCC31C54)C2. Drug 2: CCN(CC)CCNC(=O)c1c(C)[nH]c(C=C2C(=O)Nc3ccc(F)cc32)c1C. Cell line: NCIH1650. Synergy scores: synergy=0.678.